From a dataset of Full USPTO retrosynthesis dataset with 1.9M reactions from patents (1976-2016). Predict the reactants needed to synthesize the given product. The reactants are: [Br:1][C:2]1[CH:3]=[C:4](B(O)O)[C:5]([F:8])=[N:6][CH:7]=1.C(=O)([O-])[O-].[Na+].[Na+].[F:18][C:19]([F:29])([F:28])[C:20]1[CH:25]=[CH:24][C:23]([CH:26]=[CH2:27])=[CH:22][CH:21]=1. Given the product [Br:1][C:2]1[CH:3]=[C:4](/[CH:27]=[CH:26]/[C:23]2[CH:22]=[CH:21][C:20]([C:19]([F:18])([F:28])[F:29])=[CH:25][CH:24]=2)[C:5]([F:8])=[N:6][CH:7]=1, predict the reactants needed to synthesize it.